From a dataset of Merck oncology drug combination screen with 23,052 pairs across 39 cell lines. Regression. Given two drug SMILES strings and cell line genomic features, predict the synergy score measuring deviation from expected non-interaction effect. (1) Drug 1: C=CCn1c(=O)c2cnc(Nc3ccc(N4CCN(C)CC4)cc3)nc2n1-c1cccc(C(C)(C)O)n1. Drug 2: Cc1nc(Nc2ncc(C(=O)Nc3c(C)cccc3Cl)s2)cc(N2CCN(CCO)CC2)n1. Cell line: RKO. Synergy scores: synergy=41.9. (2) Drug 1: O=P1(N(CCCl)CCCl)NCCCO1. Drug 2: NC1(c2ccc(-c3nc4ccn5c(=O)[nH]nc5c4cc3-c3ccccc3)cc2)CCC1. Cell line: HCT116. Synergy scores: synergy=10.4. (3) Drug 1: CN1C(=O)C=CC2(C)C3CCC4(C)C(NC(=O)OCC(F)(F)F)CCC4C3CCC12. Drug 2: COc1cccc2c1C(=O)c1c(O)c3c(c(O)c1C2=O)CC(O)(C(=O)CO)CC3OC1CC(N)C(O)C(C)O1. Cell line: NCIH520. Synergy scores: synergy=-0.710. (4) Drug 1: Nc1ccn(C2OC(CO)C(O)C2(F)F)c(=O)n1. Drug 2: C#Cc1cccc(Nc2ncnc3cc(OCCOC)c(OCCOC)cc23)c1. Cell line: NCIH460. Synergy scores: synergy=15.0. (5) Drug 1: Cn1nnc2c(C(N)=O)ncn2c1=O. Drug 2: CC(C)CC(NC(=O)C(Cc1ccccc1)NC(=O)c1cnccn1)B(O)O. Cell line: UWB1289. Synergy scores: synergy=-10.4. (6) Drug 1: COc1cccc2c1C(=O)c1c(O)c3c(c(O)c1C2=O)CC(O)(C(=O)CO)CC3OC1CC(N)C(O)C(C)O1. Drug 2: CC(C)CC(NC(=O)C(Cc1ccccc1)NC(=O)c1cnccn1)B(O)O. Cell line: HT144. Synergy scores: synergy=-11.2.